Predict which catalyst facilitates the given reaction. From a dataset of Catalyst prediction with 721,799 reactions and 888 catalyst types from USPTO. (1) Reactant: [CH3:1][C:2]1[N:7]=[C:6]([Cl:8])[CH:5]=[CH:4][N:3]=1.[Br:9]N1C(=O)CCC1=O.C(OOC(=O)C1C=CC=CC=1)(=O)C1C=CC=CC=1. Product: [Br:9][CH2:1][C:2]1[N:7]=[C:6]([Cl:8])[CH:5]=[CH:4][N:3]=1. The catalyst class is: 53. (2) Reactant: [Br:1][C:2]1[CH:15]=[CH:14][C:5]2[NH:6][C:7](=O)[C:8]3([CH2:11][NH:12][C:4]=2[CH:3]=1)[CH2:10][CH2:9]3.COC1C=CC(P2(SP(C3C=CC(OC)=CC=3)(=S)S2)=[S:25])=CC=1. Product: [Br:1][C:2]1[CH:15]=[CH:14][C:5]2[NH:6][C:7](=[S:25])[C:8]3([CH2:11][NH:12][C:4]=2[CH:3]=1)[CH2:10][CH2:9]3. The catalyst class is: 7. (3) Reactant: [Cl:1][C:2]1[CH:33]=[CH:32][C:5]([C:6]2[C:11]([C:12]3[CH:21]=[CH:20][C:19]4[C:14](=[CH:15][CH:16]=[C:17]([C:22](O)=[O:23])[CH:18]=4)[N:13]=3)=[CH:10][C:9]([C:25]([N:27]3[CH2:31][CH2:30][CH2:29][CH2:28]3)=[O:26])=[CH:8][CH:7]=2)=[CH:4][CH:3]=1.CN(C(ON1N=NC2C=CC=NC1=2)=[N+](C)C)C.F[P-](F)(F)(F)(F)F.CCN(C(C)C)C(C)C.[CH2:67]([O:69][C:70](=[O:85])[C:71]1[CH:76]=[CH:75][C:74]([NH:77][CH:78]2[CH2:83][CH2:82][CH2:81][CH2:80][CH2:79]2)=[C:73]([NH2:84])[CH:72]=1)[CH3:68]. Product: [CH2:67]([O:69][C:70](=[O:85])[C:71]1[CH:76]=[CH:75][C:74]([NH:77][CH:78]2[CH2:79][CH2:80][CH2:81][CH2:82][CH2:83]2)=[C:73]([NH:84][C:22]([C:17]2[CH:18]=[C:19]3[C:14](=[CH:15][CH:16]=2)[N:13]=[C:12]([C:11]2[C:6]([C:5]4[CH:32]=[CH:33][C:2]([Cl:1])=[CH:3][CH:4]=4)=[CH:7][CH:8]=[C:9]([C:25]([N:27]4[CH2:31][CH2:30][CH2:29][CH2:28]4)=[O:26])[CH:10]=2)[CH:21]=[CH:20]3)=[O:23])[CH:72]=1)[CH3:68]. The catalyst class is: 3. (4) Reactant: [Cl:1][C:2]1[CH:7]=[CH:6][N:5]=[C:4]2[N:8]([CH2:12][O:13][CH2:14][CH2:15][Si:16]([CH3:19])([CH3:18])[CH3:17])[C:9](I)=[CH:10][C:3]=12.[C:20]1(B(O)O)[CH:25]=[CH:24][CH:23]=[CH:22][CH:21]=1.C(=O)([O-])[O-].[K+].[K+]. Product: [Cl:1][C:2]1[CH:7]=[CH:6][N:5]=[C:4]2[N:8]([CH2:12][O:13][CH2:14][CH2:15][Si:16]([CH3:19])([CH3:18])[CH3:17])[C:9]([C:20]3[CH:25]=[CH:24][CH:23]=[CH:22][CH:21]=3)=[CH:10][C:3]=12. The catalyst class is: 77. (5) Reactant: [CH3:1][C:2]1[S:6][C:5]([NH:7]C(=O)OC(C)(C)C)=[CH:4][CH:3]=1.[C:15]([OH:21])([C:17]([F:20])([F:19])[F:18])=[O:16]. Product: [CH3:1][C:2]1[S:6][C:5]([NH2:7])=[CH:4][CH:3]=1.[F:18][C:17]([F:20])([F:19])[C:15]([OH:21])=[O:16]. The catalyst class is: 2. (6) Reactant: [F:1][C:2]1[CH:7]=[CH:6][CH:5]=[CH:4][C:3]=1[O:8][CH3:9].C([Li])CCC.[C:15](=[O:17])=[O:16]. Product: [F:1][C:2]1[C:3]([O:8][CH3:9])=[CH:4][CH:5]=[CH:6][C:7]=1[C:15]([OH:17])=[O:16]. The catalyst class is: 464. (7) Reactant: Br[C:2]1[C:10]2[C:9]([NH:11][C@H:12]([C:14]3[N:19]([C:20]4[CH:25]=[CH:24][CH:23]=[CH:22][CH:21]=4)[C:18](=[O:26])[C:17]4=[C:27]([CH3:30])[CH:28]=[CH:29][N:16]4[N:15]=3)[CH3:13])=[N:8][CH:7]=[N:6][C:5]=2[N:4]([CH2:31][O:32][CH2:33][CH2:34][Si:35]([CH3:38])([CH3:37])[CH3:36])[CH:3]=1.[Si:39]([O:46][CH2:47][CH2:48][CH2:49][N:50]1[CH:54]=[C:53](B2OC(C)(C)C(C)(C)O2)[CH:52]=[N:51]1)([C:42]([CH3:45])([CH3:44])[CH3:43])([CH3:41])[CH3:40].C(=O)([O-])[O-].[Na+].[Na+].C(=O)([O-])[O-].[K+].[K+]. Product: [Si:39]([O:46][CH2:47][CH2:48][CH2:49][N:50]1[CH:54]=[C:53]([C:2]2[C:10]3[C:9]([NH:11][C@H:12]([C:14]4[N:19]([C:20]5[CH:25]=[CH:24][CH:23]=[CH:22][CH:21]=5)[C:18](=[O:26])[C:17]5=[C:27]([CH3:30])[CH:28]=[CH:29][N:16]5[N:15]=4)[CH3:13])=[N:8][CH:7]=[N:6][C:5]=3[N:4]([CH2:31][O:32][CH2:33][CH2:34][Si:35]([CH3:38])([CH3:37])[CH3:36])[CH:3]=2)[CH:52]=[N:51]1)([C:42]([CH3:45])([CH3:43])[CH3:44])([CH3:40])[CH3:41]. The catalyst class is: 3. (8) Reactant: C(OC(=O)[NH:7][C@@H:8]1[CH2:17][C@H:11]2[CH2:12][N:13]([C:15]#[N:16])[CH2:14][C@@:10]2([C:18]([N:20]2[CH2:29][CH2:28][C:27]3[N:26]=[CH:25][C:24]([C:30]([F:33])([F:32])[F:31])=[CH:23][C:22]=3[CH2:21]2)=[O:19])[CH2:9]1)(C)(C)C.[C:35]([OH:41])([C:37]([F:40])([F:39])[F:38])=[O:36]. Product: [F:38][C:37]([F:40])([F:39])[C:35]([OH:41])=[O:36].[NH2:7][C@@H:8]1[CH2:17][C@H:11]2[CH2:12][N:13]([C:15]([NH2:16])=[O:36])[CH2:14][C@@:10]2([C:18]([N:20]2[CH2:29][CH2:28][C:27]3[N:26]=[CH:25][C:24]([C:30]([F:31])([F:33])[F:32])=[CH:23][C:22]=3[CH2:21]2)=[O:19])[CH2:9]1. The catalyst class is: 2. (9) Reactant: [Cl:1][C:2]1[CH:11]=[C:10]2[C:5]([CH2:6][CH:7]([CH2:12][S:13][CH3:14])[N:8]=[CH:9]2)=[CH:4][C:3]=1[O:15][CH2:16][CH2:17][O:18][CH3:19].C(O[CH:23]=[C:24]([C:30](=[O:32])[CH3:31])[C:25]([O:27][CH2:28][CH3:29])=[O:26])C. Product: [Cl:1][C:2]1[C:3]([O:15][CH2:16][CH2:17][O:18][CH3:19])=[CH:4][C:5]2[CH2:6][CH:7]([CH2:12][S:13][CH3:14])[N:8]3[CH:9]([CH2:31][C:30](=[O:32])[C:24]([C:25]([O:27][CH2:28][CH3:29])=[O:26])=[CH:23]3)[C:10]=2[CH:11]=1. The catalyst class is: 8.